From a dataset of Forward reaction prediction with 1.9M reactions from USPTO patents (1976-2016). Predict the product of the given reaction. (1) Given the reactants [C:1]1([C@H:7]2[NH:12][C:11](=[O:13])[CH2:10][O:9][CH2:8]2)[CH:6]=[CH:5][CH:4]=[CH:3][CH:2]=1.[C:14](O[C:14]([O:16][C:17]([CH3:20])([CH3:19])[CH3:18])=[O:15])([O:16][C:17]([CH3:20])([CH3:19])[CH3:18])=[O:15], predict the reaction product. The product is: [O:13]=[C:11]1[CH2:10][O:9][CH2:8][C@@H:7]([C:1]2[CH:2]=[CH:3][CH:4]=[CH:5][CH:6]=2)[N:12]1[C:14]([O:16][C:17]([CH3:20])([CH3:19])[CH3:18])=[O:15]. (2) Given the reactants [CH2:1]([N:4]([CH2:15][CH:16]=[CH2:17])[CH2:5][C:6]([C:8]1[CH:13]=[CH:12][C:11]([F:14])=[CH:10][CH:9]=1)=O)[CH:2]=[CH2:3].C([O-])(=O)C.[Na+].Cl.[NH2:24][OH:25], predict the reaction product. The product is: [CH2:1]([N:4]([CH2:15][CH:16]=[CH2:17])[CH2:5][C:6]([C:8]1[CH:13]=[CH:12][C:11]([F:14])=[CH:10][CH:9]=1)=[N:24][OH:25])[CH:2]=[CH2:3]. (3) The product is: [Cl:1][C:2]1[N:11]=[C:10]([NH:12][CH2:13][CH2:14][C:15]([NH2:19])=[O:17])[C:9]2[C:4](=[N:5][CH:6]=[CH:7][N:8]=2)[CH:3]=1. Given the reactants [Cl:1][C:2]1[N:11]=[C:10]([NH:12][CH2:13][CH2:14][C:15]([OH:17])=O)[C:9]2[C:4](=[N:5][CH:6]=[CH:7][N:8]=2)[CH:3]=1.C[N:19](C(ON1N=NC2C=CC=NC1=2)=[N+](C)C)C.F[P-](F)(F)(F)(F)F.CCN(C(C)C)C(C)C.[NH4+].[Cl-], predict the reaction product. (4) The product is: [C:1]([CH:5]1[N:9]=[C:8]2[C:10]([N:35]3[CH2:36][CH2:37][C@H:33]([N:32]([CH3:38])[CH3:31])[CH2:34]3)=[CH:11][C:12]([CH3:16])([C:30]3[CH:29]=[CH:10][CH:8]=[CH:7][CH:13]=3)[C:13]([C:14]#[N:15])=[C:7]2[O:6]1)([CH3:3])([CH3:4])[CH3:2]. Given the reactants [C:1]([C:5]1[O:6][C:7]2[C:13]([C:14]#[N:15])=[C:12]([CH3:16])[C:11](C3C=CC=CC=3)=[C:10](F)[C:8]=2[N:9]=1)([CH3:4])([CH3:3])[CH3:2].C(N([CH2:29][CH3:30])CC)C.[CH3:31][N:32]([CH3:38])[C@H:33]1[CH2:37][CH2:36][NH:35][CH2:34]1.C(=O)([O-])O.[Na+], predict the reaction product. (5) Given the reactants [CH3:1][O:2][C:3]1[CH:4]=[C:5]([C:9]2([C:12]([OH:14])=O)[CH2:11][CH2:10]2)[CH:6]=[CH:7][CH:8]=1.S(Cl)(Cl)=O.[CH3:19][O:20][C:21]1[N:26]=[CH:25][C:24]([C:27]2[C:32]([CH3:33])=[CH:31][CH:30]=[C:29]([NH2:34])[N:28]=2)=[CH:23][C:22]=1[CH3:35].C(N(CC)CC)C, predict the reaction product. The product is: [CH3:19][O:20][C:21]1[N:26]=[CH:25][C:24]([C:27]2[C:32]([CH3:33])=[CH:31][CH:30]=[C:29]([NH:34][C:12]([C:9]3([C:5]4[CH:6]=[CH:7][CH:8]=[C:3]([O:2][CH3:1])[CH:4]=4)[CH2:10][CH2:11]3)=[O:14])[N:28]=2)=[CH:23][C:22]=1[CH3:35].